From a dataset of Full USPTO retrosynthesis dataset with 1.9M reactions from patents (1976-2016). Predict the reactants needed to synthesize the given product. (1) The reactants are: [Cl:1][C:2]1[CH:3]=[C:4]([CH:6]=[CH:7][C:8]=1[O:9][CH2:10][C:11]1[CH:16]=[CH:15][CH:14]=[CH:13][C:12]=1[F:17])[NH2:5].Cl[C:19]1[C:28]2[C:23](=[CH:24][CH:25]=[C:26]([I:29])[CH:27]=2)[N:22]=[CH:21][N:20]=1. Given the product [ClH:1].[Cl:1][C:2]1[CH:3]=[C:4]([NH:5][C:19]2[C:28]3[C:23](=[CH:24][CH:25]=[C:26]([I:29])[CH:27]=3)[N:22]=[CH:21][N:20]=2)[CH:6]=[CH:7][C:8]=1[O:9][CH2:10][C:11]1[CH:16]=[CH:15][CH:14]=[CH:13][C:12]=1[F:17], predict the reactants needed to synthesize it. (2) Given the product [N:31]1([CH2:27][CH2:28][C:29]#[C:30][C:2]2[CH:3]=[N:4][C:5]([O:8][CH2:9][C:10]3[N:11]=[C:12]([CH:15]=[CH:16][C:17]4[CH:22]=[CH:21][C:20]([C:23]([F:26])([F:25])[F:24])=[CH:19][CH:18]=4)[O:13][CH:14]=3)=[N:6][CH:7]=2)[CH:35]=[CH:34][N:33]=[N:32]1, predict the reactants needed to synthesize it. The reactants are: Br[C:2]1[CH:3]=[N:4][C:5]([O:8][CH2:9][C:10]2[N:11]=[C:12]([CH:15]=[CH:16][C:17]3[CH:22]=[CH:21][C:20]([C:23]([F:26])([F:25])[F:24])=[CH:19][CH:18]=3)[O:13][CH:14]=2)=[N:6][CH:7]=1.[CH2:27]([N:31]1[CH:35]=[CH:34][N:33]=[N:32]1)[CH2:28][C:29]#[CH:30].C(NC(C)C)(C)C.C(OCC)(=O)C. (3) Given the product [Br:1][C:2]1[CH:7]=[CH:6][C:5]([O:8][CH:17]([F:27])[F:26])=[CH:4][C:3]=1[F:9], predict the reactants needed to synthesize it. The reactants are: [Br:1][C:2]1[CH:7]=[CH:6][C:5]([OH:8])=[CH:4][C:3]=1[F:9].C(=O)([O-])[O-].[K+].[K+].Cl[C:17]([F:27])([F:26])C(C1C=CC=CC=1)=O. (4) Given the product [CH2:1]([O:8][C:9]([NH:11][C:12]1[C:21]2[C:16](=[CH:17][CH:18]=[CH:19][CH:20]=2)[C:15]([CH2:22][CH2:23][OH:24])=[C:14]([N+:26]([O-:28])=[O:27])[CH:13]=1)=[O:10])[C:2]1[CH:7]=[CH:6][CH:5]=[CH:4][CH:3]=1, predict the reactants needed to synthesize it. The reactants are: [CH2:1]([O:8][C:9]([NH:11][C:12]1[C:21]2[C:16](=[CH:17][CH:18]=[CH:19][CH:20]=2)[C:15]([CH2:22][C:23](O)=[O:24])=[C:14]([N+:26]([O-:28])=[O:27])[CH:13]=1)=[O:10])[C:2]1[CH:7]=[CH:6][CH:5]=[CH:4][CH:3]=1.[NH4+].[Cl-]. (5) Given the product [CH:14]([NH:16][C:10]([C:6]1[CH:5]=[C:4]2[C:9](=[CH:8][CH:7]=1)[NH:1][CH:2]=[CH:3]2)=[O:12])([CH3:15])[CH3:13], predict the reactants needed to synthesize it. The reactants are: [NH:1]1[C:9]2[C:4](=[CH:5][C:6]([C:10]([OH:12])=O)=[CH:7][CH:8]=2)[CH:3]=[CH:2]1.[CH3:13][CH:14]([NH2:16])[CH3:15].